This data is from Full USPTO retrosynthesis dataset with 1.9M reactions from patents (1976-2016). The task is: Predict the reactants needed to synthesize the given product. (1) Given the product [CH:48]([N:44]([CH:45]([CH3:47])[CH3:46])[CH2:43][CH2:42][C@@H:41]([C:36]1[CH:35]=[C:34]([CH2:33][CH2:32][O:31][C:28]2[CH:29]=[CH:30][C:25]([CH2:24][CH2:23][NH:22][S:19]([C:16]3[CH:17]=[CH:18][C:13]([OH:12])=[CH:14][CH:15]=3)(=[O:21])=[O:20])=[CH:26][CH:27]=2)[CH:39]=[CH:38][C:37]=1[OH:40])[C:51]1[CH:52]=[CH:53][CH:54]=[CH:55][CH:56]=1)([CH3:49])[CH3:50], predict the reactants needed to synthesize it. The reactants are: C([O-])=O.[NH4+].C([O:12][C:13]1[CH:18]=[CH:17][C:16]([S:19]([NH:22][CH2:23][CH2:24][C:25]2[CH:30]=[CH:29][C:28]([O:31][CH2:32][CH2:33][C:34]3[CH:39]=[CH:38][C:37]([OH:40])=[C:36]([C@@H:41]([C:51]4[CH:56]=[CH:55][CH:54]=[CH:53][CH:52]=4)[CH2:42][CH2:43][N:44]([CH:48]([CH3:50])[CH3:49])[CH:45]([CH3:47])[CH3:46])[CH:35]=3)=[CH:27][CH:26]=2)(=[O:21])=[O:20])=[CH:15][CH:14]=1)C1C=CC=CC=1.C(N(CC)CC)C. (2) Given the product [Br:1][C:2]1[CH:3]=[C:4]([CH:7]=[C:8]([OH:11])[C:9]=1[O:10][CH2:19][C:18]1[CH:21]=[CH:22][C:15]([N+:12]([O-:14])=[O:13])=[CH:16][CH:17]=1)[CH:5]=[O:6], predict the reactants needed to synthesize it. The reactants are: [Br:1][C:2]1[CH:3]=[C:4]([CH:7]=[C:8]([OH:11])[C:9]=1[OH:10])[CH:5]=[O:6].[N+:12]([C:15]1[CH:22]=[CH:21][C:18]([CH2:19]Br)=[CH:17][CH:16]=1)([O-:14])=[O:13].C(=O)([O-])[O-].[Li+].[Li+]. (3) Given the product [O:9]1[CH2:10][CH2:11][O:12][CH:8]1[C:5]1[CH:6]=[CH:7][C:2]([CH:18]=[O:19])=[CH:3][CH:4]=1, predict the reactants needed to synthesize it. The reactants are: Br[C:2]1[CH:7]=[CH:6][C:5]([CH:8]2[O:12][CH2:11][CH2:10][O:9]2)=[CH:4][CH:3]=1.C([Li])CCC.[CH:18](N1CCOCC1)=[O:19]. (4) Given the product [CH2:1]([O:8][CH2:9][C:10]([C:12]1[C:20]([NH:21][C:22]2[CH:27]=[CH:26][C:25]([Br:28])=[CH:24][C:23]=2[Cl:29])=[C:19]([F:30])[C:15]2[N:16]=[CH:17][NH:18][C:14]=2[CH:13]=1)=[O:11])[C:2]1[CH:7]=[CH:6][CH:5]=[CH:4][CH:3]=1, predict the reactants needed to synthesize it. The reactants are: [CH2:1]([O:8][CH2:9][CH:10]([C:12]1[C:20]([NH:21][C:22]2[CH:27]=[CH:26][C:25]([Br:28])=[CH:24][C:23]=2[Cl:29])=[C:19]([F:30])[C:15]2[N:16]=[CH:17][NH:18][C:14]=2[CH:13]=1)[OH:11])[C:2]1[CH:7]=[CH:6][CH:5]=[CH:4][CH:3]=1.C([O-])(O)=O.[Na+].O.O.O.O.O.S([O-])([O-])(=O)=S.[Na+].[Na+]. (5) Given the product [CH2:1]([O:8][C:9]1[CH:10]=[CH:11][C:12]([C@@H:20]([O:54][Si:55]([C:58]([CH3:61])([CH3:60])[CH3:59])([CH3:57])[CH3:56])[CH2:21][N:22]([C:47]([O:49][C:50]([CH3:53])([CH3:52])[CH3:51])=[O:48])[CH2:23][CH2:24][CH2:25][CH2:26][C:27]([NH:29][C:30]2[CH:31]=[C:32]([C:36]([OH:46])([C:40]3[CH:41]=[CH:42][CH:43]=[CH:44][CH:45]=3)[C:37]([O:39][C@@H:64]3[CH:65]4[CH2:68][CH2:69][N:62]([CH2:67][CH2:66]4)[CH2:63]3)=[O:38])[CH:33]=[CH:34][CH:35]=2)=[O:28])=[C:13]2[C:18]=1[NH:17][C:16](=[O:19])[CH:15]=[CH:14]2)[C:2]1[CH:7]=[CH:6][CH:5]=[CH:4][CH:3]=1, predict the reactants needed to synthesize it. The reactants are: [CH2:1]([O:8][C:9]1[CH:10]=[CH:11][C:12]([C@@H:20]([O:54][Si:55]([C:58]([CH3:61])([CH3:60])[CH3:59])([CH3:57])[CH3:56])[CH2:21][N:22]([C:47]([O:49][C:50]([CH3:53])([CH3:52])[CH3:51])=[O:48])[CH2:23][CH2:24][CH2:25][CH2:26][C:27]([NH:29][C:30]2[CH:31]=[C:32]([C:36]([OH:46])([C:40]3[CH:45]=[CH:44][CH:43]=[CH:42][CH:41]=3)[C:37]([OH:39])=[O:38])[CH:33]=[CH:34][CH:35]=2)=[O:28])=[C:13]2[C:18]=1[NH:17][C:16](=[O:19])[CH:15]=[CH:14]2)[C:2]1[CH:7]=[CH:6][CH:5]=[CH:4][CH:3]=1.[N:62]12[CH2:69][CH2:68][CH:65]([CH2:66][CH2:67]1)[C@@H:64](O)[CH2:63]2.